From a dataset of Reaction yield outcomes from USPTO patents with 853,638 reactions. Predict the reaction yield, written as a fraction of the theoretical maximum amount of product (1.0 means a 100% yield; for example, 0.34 means a 34% yield). (1) The catalyst is C1COCC1.CO. The product is [Cl:1][C:2]1[CH:7]=[CH:6][CH:5]=[C:4]([Cl:8])[C:3]=1[N:9]1[C:13]([CH2:14][O:15][C:16]2[CH:21]=[CH:20][C:19]([CH:22]([CH3:25])[CH2:23][OH:24])=[C:18]([CH3:26])[CH:17]=2)=[C:12]([CH:27]([CH3:29])[CH3:28])[CH:11]=[N:10]1. The reactants are [Cl:1][C:2]1[CH:7]=[CH:6][CH:5]=[C:4]([Cl:8])[C:3]=1[N:9]1[C:13]([CH2:14][O:15][C:16]2[CH:21]=[CH:20][C:19]([CH:22]([CH3:25])[CH:23]=[O:24])=[C:18]([CH3:26])[CH:17]=2)=[C:12]([CH:27]([CH3:29])[CH3:28])[CH:11]=[N:10]1.[BH4-].[Na+]. The yield is 0.950. (2) The reactants are C(OC1C=C2C(C=CC(O)=C2)=CC=1C1N=NC(N(C)C2CC(C)(C)NC(C)(C)C2)=CC=1)C1C=CC=CC=1.[H-].[Na+].CI.[CH2:42]([O:49][C:50]1[C:51]([C:62]2[N:67]=[N:66][C:65]([N:68]([CH3:80])[CH:69]3[CH2:74][C:73]([CH3:76])([CH3:75])[N:72](C)[C:71]([CH3:79])([CH3:78])[CH2:70]3)=[CH:64][CH:63]=2)=[CH:52][C:53]2[C:58]([CH:59]=1)=[CH:57][C:56]([O:60][CH3:61])=[CH:55][CH:54]=2)[C:43]1[CH:48]=[CH:47][CH:46]=[CH:45][CH:44]=1. The catalyst is CN(C=O)C. The product is [CH2:42]([O:49][C:50]1[C:51]([C:62]2[N:67]=[N:66][C:65]([N:68]([CH3:80])[CH:69]3[CH2:74][C:73]([CH3:75])([CH3:76])[NH:72][C:71]([CH3:79])([CH3:78])[CH2:70]3)=[CH:64][CH:63]=2)=[CH:52][C:53]2[C:58]([CH:59]=1)=[CH:57][C:56]([O:60][CH3:61])=[CH:55][CH:54]=2)[C:43]1[CH:44]=[CH:45][CH:46]=[CH:47][CH:48]=1. The yield is 0.800. (3) The reactants are [C:1]([O:5][CH:6]([C:11]1[C:12]([C:21]2[CH:22]=[C:23]3[C:28](=[CH:29][CH:30]=2)[O:27][CH2:26][CH2:25][CH2:24]3)=[C:13]2[CH:20]=[CH:19][NH:18][C:14]2=[N:15][C:16]=1[CH3:17])[C:7]([O:9]C)=[O:8])([CH3:4])([CH3:3])[CH3:2].C(=O)([O-])[O-].[Cs+].[Cs+].Br[CH2:38][C:39]1[CH:44]=[CH:43][C:42]([F:45])=[CH:41][CH:40]=1.[Li+].[OH-]. The catalyst is CN(C)C=O.CO.C1COCC1.O. The product is [C:1]([O:5][CH:6]([C:11]1[C:12]([C:21]2[CH:22]=[C:23]3[C:28](=[CH:29][CH:30]=2)[O:27][CH2:26][CH2:25][CH2:24]3)=[C:13]2[CH:20]=[CH:19][N:18]([CH2:38][C:39]3[CH:44]=[CH:43][C:42]([F:45])=[CH:41][CH:40]=3)[C:14]2=[N:15][C:16]=1[CH3:17])[C:7]([OH:9])=[O:8])([CH3:4])([CH3:3])[CH3:2]. The yield is 0.910.